Dataset: Full USPTO retrosynthesis dataset with 1.9M reactions from patents (1976-2016). Task: Predict the reactants needed to synthesize the given product. (1) Given the product [Cl:1][C:2]1[CH:10]=[C:9]([O:11][CH3:12])[CH:8]=[C:7]2[C:3]=1[C:4]([CH2:26][C:36]#[N:37])=[CH:5][NH:6]2, predict the reactants needed to synthesize it. The reactants are: [Cl:1][C:2]1[CH:10]=[C:9]([O:11][CH3:12])[CH:8]=[C:7]2[C:3]=1[C:4]([CH2:26]N(C)C)=[CH:5][N:6]2[Si](C(C)(C)C)(C(C)(C)C)C(C)(C)C.CI.C[Si]([C:36]#[N:37])(C)C.[F-].C([N+](CCCC)(CCCC)CCCC)CCC. (2) Given the product [C:14]1([CH2:13][CH2:12][C:4](=[O:3])[CH2:9][CH2:10][CH3:11])[CH:19]=[CH:18][CH:17]=[CH:16][CH:15]=1, predict the reactants needed to synthesize it. The reactants are: [OH-].[Na+].[OH:3][C:4]([CH2:12][CH2:13][C:14]1[CH:19]=[CH:18][CH:17]=[CH:16][CH:15]=1)([CH2:9][CH2:10][CH3:11])CC(O)=O.Cl. (3) Given the product [Cl:24][C:25]1[CH:32]=[CH:31][C:28](/[CH:29]=[CH:3]/[C:2](=[O:1])[CH2:10][CH2:11][CH2:12][CH2:13][C:14]2[CH:23]=[CH:22][C:21]3[CH2:20][CH2:19][CH2:18][NH:17][C:16]=3[N:15]=2)=[CH:27][C:26]=1[C:33]([F:34])([F:35])[F:36], predict the reactants needed to synthesize it. The reactants are: [O:1]=[C:2]([CH2:10][CH2:11][CH2:12][CH2:13][C:14]1[CH:23]=[CH:22][C:21]2[CH2:20][CH2:19][CH2:18][NH:17][C:16]=2[N:15]=1)[CH2:3]P(=O)(OC)OC.[Cl:24][C:25]1[CH:32]=[CH:31][C:28]([CH:29]=O)=[CH:27][C:26]=1[C:33]([F:36])([F:35])[F:34].CC([O-])(C)C.[K+].O. (4) Given the product [CH3:30][S:31]([NH:2][C:3]1([CH2:9][NH:10][C:11]([C:13]2[C:14]([Cl:22])=[C:15]3[C:19](=[CH:20][CH:21]=2)[NH:18][CH:17]=[CH:16]3)=[O:12])[CH2:4][CH2:5][CH2:6][CH2:7][CH2:8]1)(=[O:33])=[O:32], predict the reactants needed to synthesize it. The reactants are: Cl.[NH2:2][C:3]1([CH2:9][NH:10][C:11]([C:13]2[C:14]([Cl:22])=[C:15]3[C:19](=[CH:20][CH:21]=2)[NH:18][CH:17]=[CH:16]3)=[O:12])[CH2:8][CH2:7][CH2:6][CH2:5][CH2:4]1.CCN(CC)CC.[CH3:30][S:31](Cl)(=[O:33])=[O:32]. (5) Given the product [ClH:36].[F:1][C:2]1[CH:7]=[CH:6][C:5]([C:8]2[N:9]=[C:10]3[N:14]([C:15]=2[C:16]2[CH:21]=[CH:20][N:19]=[C:18]([NH:22][CH:23]4[CH2:28][CH2:27][NH:26][CH2:25][CH2:24]4)[N:17]=2)[CH:13]=[CH:12][O:11]3)=[CH:4][CH:3]=1, predict the reactants needed to synthesize it. The reactants are: [F:1][C:2]1[CH:7]=[CH:6][C:5]([C:8]2[N:9]=[C:10]3[N:14]([C:15]=2[C:16]2[CH:21]=[CH:20][N:19]=[C:18]([NH:22][CH:23]4[CH2:28][CH2:27][N:26](C(OC(C)(C)C)=O)[CH2:25][CH2:24]4)[N:17]=2)[CH:13]=[CH:12][O:11]3)=[CH:4][CH:3]=1.[ClH:36]. (6) Given the product [CH2:23]([N:22]([CH2:25][CH3:26])[C:21]([CH:19]1[CH2:18][CH2:17][CH2:16][CH2:15][N:14]([CH:11]2[CH2:10][CH2:9][N:8]([C:6]([C:42]3[C:43]4[C:48]([CH:49]=[C:50]5[C:41]=3[CH:40]=[CH:39][CH:38]=[CH:37]5)=[CH:47][CH:46]=[CH:45][CH:44]=4)=[O:7])[CH2:13][CH2:12]2)[CH2:20]1)=[O:27])[CH3:24], predict the reactants needed to synthesize it. The reactants are: C(O[C:6]([N:8]1[CH2:13][CH2:12][CH:11]([N:14]2[CH:20]=[C:19]([C:21](=[O:27])[N:22]([CH2:25][CH3:26])[CH2:23][CH3:24])[CH2:18][CH2:17][CH2:16][CH2:15]2)[CH2:10][CH2:9]1)=[O:7])(C)(C)C.C(N(CC)C(C)C)(C)C.[CH:37]1[C:50]2[C:41](=[CH:42][C:43]3[C:48]([C:49]=2C(Cl)=O)=[CH:47][CH:46]=[CH:45][CH:44]=3)[CH:40]=[CH:39][CH:38]=1.ClCCl.CO.